Dataset: Full USPTO retrosynthesis dataset with 1.9M reactions from patents (1976-2016). Task: Predict the reactants needed to synthesize the given product. (1) Given the product [Cl:1][CH2:2][CH2:3][CH2:4][O:5][CH2:7][C:8]1[CH:13]=[C:12]([F:14])[CH:11]=[C:10]([F:15])[C:9]=1[O:16][CH3:17], predict the reactants needed to synthesize it. The reactants are: [Cl:1][CH2:2][CH2:3][CH2:4][OH:5].Cl[CH2:7][C:8]1[CH:13]=[C:12]([F:14])[CH:11]=[C:10]([F:15])[C:9]=1[O:16][CH3:17]. (2) Given the product [Cl:1][C:2]1[CH:12]=[C:11]([Cl:13])[CH:10]=[CH:9][C:3]=1[O:4][CH2:5][C:6](=[C:18]1[C:19](=[O:21])[CH2:20][C:15]([CH3:23])([CH3:14])[CH2:16][C:17]1=[O:22])[OH:8], predict the reactants needed to synthesize it. The reactants are: [Cl:1][C:2]1[CH:12]=[C:11]([Cl:13])[CH:10]=[CH:9][C:3]=1[O:4][CH2:5][C:6]([OH:8])=O.[CH3:14][C:15]1([CH3:23])[CH2:20][C:19](=[O:21])[CH2:18][C:17](=[O:22])[CH2:16]1.C1(N=C=NC2CCCCC2)CCCCC1.O=P12OP3(OP(OP(O3)(O1)=O)(=O)O2)=O. (3) Given the product [Cl:20][C:16]1[CH:15]=[C:14]([S:11]([NH:10][C:9]2[C:8]([C:21]([O:23][CH2:24][CH3:25])=[O:22])=[C:7]([CH3:26])[N:6]=[C:5]3[S:27][C:2]([C:38]4[CH:39]=[N:35][NH:36][CH:37]=4)=[CH:3][C:4]=23)(=[O:13])=[O:12])[CH:19]=[CH:18][CH:17]=1, predict the reactants needed to synthesize it. The reactants are: Br[C:2]1[S:27][C:5]2=[N:6][C:7]([CH3:26])=[C:8]([C:21]([O:23][CH2:24][CH3:25])=[O:22])[C:9]([NH:10][S:11]([C:14]3[CH:19]=[CH:18][CH:17]=[C:16]([Cl:20])[CH:15]=3)(=[O:13])=[O:12])=[C:4]2[CH:3]=1.O(C([N:35]1[CH:39]=[C:38](B(O)O)[CH:37]=[N:36]1)=O)C(C)(C)C.C(=O)([O-])[O-].[K+].[K+]. (4) Given the product [Br:1][C:2]1[CH:9]=[CH:8][C:5]([CH2:6][NH2:7])=[C:4]([F:10])[CH:3]=1, predict the reactants needed to synthesize it. The reactants are: [Br:1][C:2]1[CH:9]=[CH:8][C:5]([C:6]#[N:7])=[C:4]([F:10])[CH:3]=1.CO. (5) Given the product [Cl:19][C:20]1[CH:21]=[C:22]([C:2]2[C:10]3[N:9]4[CH2:11][CH2:12][NH:13][C:14](=[O:15])[C:8]4=[C:7]([CH3:16])[C:6]=3[CH:5]=[C:4]([C:17]#[N:18])[CH:3]=2)[CH:23]=[CH:24][C:25]=1[Cl:26], predict the reactants needed to synthesize it. The reactants are: Br[C:2]1[C:10]2[N:9]3[CH2:11][CH2:12][NH:13][C:14](=[O:15])[C:8]3=[C:7]([CH3:16])[C:6]=2[CH:5]=[C:4]([C:17]#[N:18])[CH:3]=1.[Cl:19][C:20]1[CH:21]=[C:22](B(O)O)[CH:23]=[CH:24][C:25]=1[Cl:26]. (6) Given the product [CH3:1][N:2]([CH2:4][C:5]1[CH:10]=[CH:9][C:8]([CH:11]2[NH:12][C:13]3[C:18]4[C:55](=[N:73][NH:74][C:32](=[O:34])[C:17]=4[CH:16]=[CH:15][CH:14]=3)[CH:46]2[C:43]2[CH:42]=[CH:41][C:40]([CH2:39][N:37]([CH3:36])[CH3:38])=[CH:45][CH:44]=2)=[CH:7][CH:6]=1)[CH3:3], predict the reactants needed to synthesize it. The reactants are: [CH3:1][N:2]([CH2:4][C:5]1[CH:10]=[CH:9][C:8]([CH:11]2C(C3C=CC(CN(C)C)=CC=3)C(=O)[C:18]3[C:17]([C:32]([O:34]C)=O)=[CH:16][CH:15]=[CH:14][C:13]=3[NH:12]2)=[CH:7][CH:6]=1)[CH3:3].[CH3:36][N:37]([CH2:39][C:40]1[CH:45]=[CH:44][C:43]([CH:46]2[CH:55](C3C=CC(CN(C)C)=CC=3)C(=O)C3C(C(OCC)=O)=CC=CC=3N2)=[CH:42][CH:41]=1)[CH3:38].O.[NH2:73][NH2:74].